Dataset: Forward reaction prediction with 1.9M reactions from USPTO patents (1976-2016). Task: Predict the product of the given reaction. (1) Given the reactants [C:1]([C:3]1[CH:4]=[C:5]2[C:9](=[CH:10][CH:11]=1)[NH:8][CH:7]=[CH:6]2)#[N:2].Cl.[NH2:13][OH:14].C([O-])([O-])=O.[Na+].[Na+], predict the reaction product. The product is: [OH:14][NH:13][C:1]([C:3]1[CH:4]=[C:5]2[C:9](=[CH:10][CH:11]=1)[NH:8][CH:7]=[CH:6]2)=[NH:2]. (2) Given the reactants [CH3:1][O:2][C:3](=[O:12])[C:4]1[CH:9]=[CH:8][CH:7]=[CH:6][C:5]=1[CH2:10]Br.[CH2:13]([O:15][P:16]([O:20]CC)[O:17][CH2:18][CH3:19])[CH3:14], predict the reaction product. The product is: [CH3:1][O:2][C:3](=[O:12])[C:4]1[CH:9]=[CH:8][CH:7]=[CH:6][C:5]=1[CH2:10][P:16]([O:17][CH2:18][CH3:19])([O:15][CH2:13][CH3:14])=[O:20]. (3) Given the reactants [CH3:1][O:2][C:3]1[CH:8]=[CH:7][C:6]([CH2:9][SH:10])=[CH:5][CH:4]=1.[F-].[K+].C(=O)([O-])[O-].[K+].[K+].Br[C:20]1[C:25]([OH:26])=[CH:24][CH:23]=[CH:22][N:21]=1, predict the reaction product. The product is: [CH3:1][O:2][C:3]1[CH:8]=[CH:7][C:6]([CH2:9][S:10][C:20]2[C:25]([OH:26])=[CH:24][CH:23]=[CH:22][N:21]=2)=[CH:5][CH:4]=1. (4) Given the reactants [C:1]1([C:9]([CH:11]([C:13]2[CH:20]=[CH:19][C:16]([O:17][CH3:18])=[CH:15][CH:14]=2)O)=[O:10])[CH:8]=[CH:7][C:4]([O:5][CH3:6])=[CH:3][CH:2]=1.[C:21](OC)(=[O:27])[CH2:22][C:23]([O:25][CH3:26])=[O:24].[Na].Cl, predict the reaction product. The product is: [CH3:26][O:25][C:23]([C:22]1[C:21](=[O:27])[O:10][CH:9]([C:1]2[CH:8]=[CH:7][C:4]([O:5][CH3:6])=[CH:3][CH:2]=2)[C:11]=1[C:13]1[CH:20]=[CH:19][C:16]([O:17][CH3:18])=[CH:15][CH:14]=1)=[O:24]. (5) The product is: [F:30][C:31]1[CH:32]=[C:33]([CH:37]=[CH:38][CH:39]=1)[C:34]([NH:1][C:2]1[CH:3]=[CH:4][C:5]([F:20])=[C:6]([C:8]([C:10]2[CH:11]=[C:12]3[C:17](=[CH:18][CH:19]=2)[N:16]=[CH:15][CH:14]=[N:13]3)=[O:9])[CH:7]=1)=[O:35]. Given the reactants [NH2:1][C:2]1[CH:3]=[CH:4][C:5]([F:20])=[C:6]([C:8]([C:10]2[CH:11]=[C:12]3[C:17](=[CH:18][CH:19]=2)[N:16]=[CH:15][CH:14]=[N:13]3)=[O:9])[CH:7]=1.CCN(C(C)C)C(C)C.[F:30][C:31]1[CH:32]=[C:33]([CH:37]=[CH:38][CH:39]=1)[C:34](Cl)=[O:35], predict the reaction product. (6) Given the reactants [C:1]([O:10]C)(=O)[C:2]1[C:3](=[CH:5][CH:6]=[CH:7][CH:8]=1)[SH:4].[CH3:12][N:13]1[C:17]([CH3:18])=[CH:16][CH:15]=[C:14]1[C:19]#[N:20].C(N(CC)CC)C, predict the reaction product. The product is: [CH3:12][N:13]1[C:17]([CH3:18])=[CH:16][CH:15]=[C:14]1[C:19]1[S:4][C:3]2[CH:5]=[CH:6][CH:7]=[CH:8][C:2]=2[C:1](=[O:10])[N:20]=1. (7) Given the reactants O.[Cl:2][CH2:3][CH2:4][CH2:5][CH:6]1[C:13]2[C:8](=[C:9]([O:14][CH3:15])[CH:10]=[CH:11][CH:12]=2)[C:7]1=[O:16], predict the reaction product. The product is: [ClH:2].[Cl:2][CH2:3][CH2:4][CH2:5][CH:6]1[C:13]2[C:8](=[C:9]([O:14][CH3:15])[CH:10]=[CH:11][CH:12]=2)[C:7]1=[O:16].